From a dataset of Forward reaction prediction with 1.9M reactions from USPTO patents (1976-2016). Predict the product of the given reaction. (1) Given the reactants [F:1][C:2]1[CH:7]=[CH:6][CH:5]=[C:4]([F:8])[C:3]=1[N:9]1[C:14]2[N:15]=[C:16](S(C)(=O)=O)[N:17]=[C:18]([C:19]3[CH:20]=[C:21]([CH:32]=[CH:33][C:34]=3[CH3:35])[C:22]([NH:24][CH2:25][C:26]3[CH:31]=[CH:30][CH:29]=[CH:28][CH:27]=3)=[O:23])[C:13]=2[CH2:12][NH:11][C:10]1=[O:40].[CH:41]([NH:44][CH2:45][CH2:46][NH2:47])([CH3:43])[CH3:42], predict the reaction product. The product is: [NH4+:9].[OH-:23].[F:1][C:2]1[CH:7]=[CH:6][CH:5]=[C:4]([F:8])[C:3]=1[N:9]1[C:14]2[N:15]=[C:16]([NH:47][CH2:46][CH2:45][NH:44][CH:41]([CH3:43])[CH3:42])[N:17]=[C:18]([C:19]3[CH:20]=[C:21]([CH:32]=[CH:33][C:34]=3[CH3:35])[C:22]([NH:24][CH2:25][C:26]3[CH:31]=[CH:30][CH:29]=[CH:28][CH:27]=3)=[O:23])[C:13]=2[CH2:12][NH:11][C:10]1=[O:40]. (2) Given the reactants [CH3:1][O:2][C:3]1[CH:4]=[C:5]([N:18]2[CH:22]=[CH:21][CH:20]=[N:19]2)[CH:6]=[CH:7][C:8]=1B1OC(C)(C)C(C)(C)O1.Br[C:24]1[S:25][C:26]([CH2:29][CH:30]2[CH2:35][C:34]([CH3:37])([CH3:36])[NH:33][C:32]([CH3:39])([CH3:38])[CH2:31]2)=[N:27][N:28]=1.C([O-])([O-])=O.[Na+].[Na+], predict the reaction product. The product is: [CH3:1][O:2][C:3]1[CH:4]=[C:5]([N:18]2[CH:22]=[CH:21][CH:20]=[N:19]2)[CH:6]=[CH:7][C:8]=1[C:24]1[S:25][C:26]([CH2:29][CH:30]2[CH2:35][C:34]([CH3:37])([CH3:36])[NH:33][C:32]([CH3:39])([CH3:38])[CH2:31]2)=[N:27][N:28]=1. (3) Given the reactants [C:1]([N:4]1[C:13]2[C:8](=[CH:9][C:10]([OH:14])=[CH:11][CH:12]=2)[C:7]([C:16]2[CH:21]=[CH:20][CH:19]=[CH:18][CH:17]=2)([CH3:15])[CH2:6][C:5]1([CH3:23])[CH3:22])(=[O:3])[CH3:2].[C:24]1([C:33]2[CH:38]=[CH:37][CH:36]=[CH:35][CH:34]=2)[CH:29]=[CH:28][C:27]([C:30](Cl)=[O:31])=[CH:26][CH:25]=1.C(N(CC)C(C)C)(C)C, predict the reaction product. The product is: [C:1]([N:4]1[C:13]2[C:8](=[CH:9][C:10]([O:14][C:30](=[O:31])[C:27]3[CH:28]=[CH:29][C:24]([C:33]4[CH:38]=[CH:37][CH:36]=[CH:35][CH:34]=4)=[CH:25][CH:26]=3)=[CH:11][CH:12]=2)[C:7]([C:16]2[CH:21]=[CH:20][CH:19]=[CH:18][CH:17]=2)([CH3:15])[CH2:6][C:5]1([CH3:23])[CH3:22])(=[O:3])[CH3:2]. (4) Given the reactants N[C:2]1[C:15]2[C:14](=[O:16])[C:13]3[C:8](=[C:9](N)[CH:10]=[CH:11][C:12]=3[OH:17])[C:7](=[O:19])[C:6]=2[C:5]([OH:20])=[CH:4][CH:3]=1.S([O-])(O)=[O:22].[Na+].Cl.[OH-:27].[Na+], predict the reaction product. The product is: [CH2:4]1[C:5](=[O:20])[C:6]2[C:15](=[C:14]([OH:16])[C:13]3[C:8]([C:7]=2[OH:19])=[C:9]([OH:22])[CH:10]=[CH:11][C:12]=3[OH:17])[C:2](=[O:27])[CH2:3]1.